Dataset: Reaction yield outcomes from USPTO patents with 853,638 reactions. Task: Predict the reaction yield, written as a fraction of the theoretical maximum amount of product (1.0 means a 100% yield; for example, 0.34 means a 34% yield). (1) The product is [C:16]([O:20][C:21](=[O:22])[NH:23][CH:24]([C:25](=[O:26])[NH:27][C:28]1([CH:32]([OH:36])[C:33](=[O:34])[NH:1][C:2]2[CH:6]=[CH:5][NH:4][N:3]=2)[CH2:31][CH2:30][CH2:29]1)[CH2:37][C:38]1([F:43])[CH2:42][CH2:41][CH2:40][CH2:39]1)([CH3:19])([CH3:17])[CH3:18]. The reactants are [NH2:1][C:2]1[CH:6]=[CH:5][NH:4][N:3]=1.CCN(C(C)C)C(C)C.[C:16]([O:20][C:21]([NH:23][CH:24]([CH2:37][C:38]1([F:43])[CH2:42][CH2:41][CH2:40][CH2:39]1)[C:25]([NH:27][C:28]1([CH:32]([OH:36])[C:33](O)=[O:34])[CH2:31][CH2:30][CH2:29]1)=[O:26])=[O:22])([CH3:19])([CH3:18])[CH3:17].CN(C(ON1N=NC2C=CC=NC1=2)=[N+](C)C)C.F[P-](F)(F)(F)(F)F. The catalyst is CN(C=O)C.C(Cl)Cl. The yield is 0.630. (2) The reactants are C([O:4][CH2:5][C:6]1[C:7]([N:36]2[CH2:48][CH2:47][N:39]3[C:40]4[CH2:41][CH2:42][CH2:43][CH2:44][C:45]=4[CH:46]=[C:38]3[C:37]2=[O:49])=[N:8][CH:9]=[CH:10][C:11]=1[C:12]1[CH:17]=[C:16]([NH:18][C:19]2[CH:24]=[CH:23][C:22]([N:25]3[CH2:30][CH2:29][N:28]([CH2:31][CH2:32][OH:33])[CH2:27][CH2:26]3)=[CH:21][N:20]=2)[C:15](=[O:34])[N:14]([CH3:35])[CH:13]=1)(=O)C.[Li+].[OH-]. The catalyst is CC(O)C.C1COCC1.O. The yield is 0.310. The product is [OH:33][CH2:32][CH2:31][N:28]1[CH2:29][CH2:30][N:25]([C:22]2[CH:23]=[CH:24][C:19]([NH:18][C:16]3[C:15](=[O:34])[N:14]([CH3:35])[CH:13]=[C:12]([C:11]4[CH:10]=[CH:9][N:8]=[C:7]([N:36]5[CH2:48][CH2:47][N:39]6[C:40]7[CH2:41][CH2:42][CH2:43][CH2:44][C:45]=7[CH:46]=[C:38]6[C:37]5=[O:49])[C:6]=4[CH2:5][OH:4])[CH:17]=3)=[N:20][CH:21]=2)[CH2:26][CH2:27]1. (3) The reactants are [CH:1]1([N:5]2[CH2:11][CH2:10][CH2:9][N:8]([C:12]([N:14]3[CH2:17][CH:16]([OH:18])[CH2:15]3)=[O:13])[CH2:7][CH2:6]2)[CH2:4][CH2:3][CH2:2]1.[H-].[Na+].Cl[C:22]1[N:27]=[CH:26][C:25]([C:28]([NH:30][CH3:31])=[O:29])=[CH:24][CH:23]=1. The catalyst is CS(C)=O. The product is [CH:1]1([N:5]2[CH2:11][CH2:10][CH2:9][N:8]([C:12]([N:14]3[CH2:15][CH:16]([O:18][C:22]4[N:27]=[CH:26][C:25]([C:28]([NH:30][CH3:31])=[O:29])=[CH:24][CH:23]=4)[CH2:17]3)=[O:13])[CH2:7][CH2:6]2)[CH2:4][CH2:3][CH2:2]1. The yield is 0.560. (4) The reactants are [Cl:1][C:2]1[CH:11]=[CH:10][C:5]([C:6]([O:8][CH3:9])=[O:7])=[C:4]([NH:12][CH2:13][CH2:14][CH2:15][OH:16])[C:3]=1[NH:17][C:18](=S)[NH:19][C:20]1[C:21]([CH2:29][CH3:30])=[N:22][C:23]([CH3:28])=[N:24][C:25]=1[CH2:26][CH3:27].Cl.C(N=C=NCCCN(C)C)C.C(N(CC)CC)C. The catalyst is O1CCCC1.C(=O)([O-])O.[Na+]. The product is [Cl:1][C:2]1[C:3]2[N:17]=[C:18]([NH:19][C:20]3[C:21]([CH2:29][CH3:30])=[N:22][C:23]([CH3:28])=[N:24][C:25]=3[CH2:26][CH3:27])[N:12]([CH2:13][CH2:14][CH2:15][OH:16])[C:4]=2[C:5]([C:6]([O:8][CH3:9])=[O:7])=[CH:10][CH:11]=1. The yield is 0.520. (5) The reactants are Cl[CH2:2][CH2:3][CH2:4][N:5]1[C:14]2[C:9](=[CH:10][C:11]([F:16])=[C:12]([F:15])[CH:13]=2)[CH2:8][CH2:7][C:6]1=[O:17].[CH2:18]([CH:22]1[CH2:27][CH2:26][NH:25][CH2:24][CH2:23]1)[CH2:19][CH2:20][CH3:21].[Na+].[I-].C([O-])([O-])=O.[K+].[K+]. The catalyst is CC#N. The product is [CH2:18]([CH:22]1[CH2:27][CH2:26][N:25]([CH2:2][CH2:3][CH2:4][N:5]2[C:14]3[C:9](=[CH:10][C:11]([F:16])=[C:12]([F:15])[CH:13]=3)[CH2:8][CH2:7][C:6]2=[O:17])[CH2:24][CH2:23]1)[CH2:19][CH2:20][CH3:21]. The yield is 0.570. (6) The reactants are [F:1][C:2]1[CH:3]=[C:4]([NH:24][CH3:25])[CH:5]=[CH:6][C:7]=1[O:8][C:9]1[CH:14]=[CH:13][N:12]=[C:11]2[CH:15]=[C:16]([C:18]3[N:19]([CH3:23])[CH:20]=[CH:21][N:22]=3)[S:17][C:10]=12.[C:26]1([CH2:32][C:33]([N:35]=[C:36]=[S:37])=[O:34])[CH:31]=[CH:30][CH:29]=[CH:28][CH:27]=1. The catalyst is C1COCC1. The product is [F:1][C:2]1[CH:3]=[C:4]([N:24]([CH3:25])[C:36]([NH:35][C:33](=[O:34])[CH2:32][C:26]2[CH:31]=[CH:30][CH:29]=[CH:28][CH:27]=2)=[S:37])[CH:5]=[CH:6][C:7]=1[O:8][C:9]1[CH:14]=[CH:13][N:12]=[C:11]2[CH:15]=[C:16]([C:18]3[N:19]([CH3:23])[CH:20]=[CH:21][N:22]=3)[S:17][C:10]=12. The yield is 0.200.